Dataset: Reaction yield outcomes from USPTO patents with 853,638 reactions. Task: Predict the reaction yield, written as a fraction of the theoretical maximum amount of product (1.0 means a 100% yield; for example, 0.34 means a 34% yield). (1) The reactants are [Cl:1][C:2]1[CH:3]=[C:4]([C:9](O)([C:21]([F:24])([F:23])[F:22])[CH2:10][C:11]([C:13]2[CH:18]=[CH:17][C:16]([S:19][CH3:20])=[CH:15][CH:14]=2)=[O:12])[CH:5]=[C:6]([Cl:8])[CH:7]=1.S(Cl)(Cl)=O.N1C=CC=CC=1. The catalyst is C1(C)C=CC=CC=1. The product is [Cl:1][C:2]1[CH:3]=[C:4]([C:9]([C:21]([F:24])([F:23])[F:22])=[CH:10][C:11]([C:13]2[CH:14]=[CH:15][C:16]([S:19][CH3:20])=[CH:17][CH:18]=2)=[O:12])[CH:5]=[C:6]([Cl:8])[CH:7]=1. The yield is 0.818. (2) The reactants are [O:1]=[C:2]1[C:10]2[S:9][C:8]([NH:11][C:12]([NH:14][CH2:15][CH3:16])=[O:13])=[N:7][C:6]=2[CH2:5][CH2:4][CH2:3]1.[BrH:17].BrBr. The catalyst is CC(O)=O. The product is [Br:17][CH:3]1[CH2:4][CH2:5][C:6]2[N:7]=[C:8]([NH:11][C:12]([NH:14][CH2:15][CH3:16])=[O:13])[S:9][C:10]=2[C:2]1=[O:1]. The yield is 0.830. (3) The reactants are C[O:2][C:3]([C:5]1[CH:6]=[CH:7][C:8]2[O:12][CH2:11][C:10]([CH2:14][C:15]3[CH:20]=[CH:19][CH:18]=[CH:17][CH:16]=3)([CH3:13])[C:9]=2[CH:21]=1)=[O:4].[OH-].[Na+].C(O)C.Cl. The catalyst is O1CCCC1.O. The product is [CH2:14]([C:10]1([CH3:13])[C:9]2[CH:21]=[C:5]([C:3]([OH:4])=[O:2])[CH:6]=[CH:7][C:8]=2[O:12][CH2:11]1)[C:15]1[CH:20]=[CH:19][CH:18]=[CH:17][CH:16]=1. The yield is 0.970. (4) The reactants are [N:1]12[CH2:8][CH2:7][C:4]([C:9]([C:17]3[CH:22]=[CH:21][CH:20]=[CH:19][CH:18]=3)([C:11]3[CH:16]=[CH:15][CH:14]=[CH:13][CH:12]=3)[OH:10])([CH2:5][CH2:6]1)[CH2:3][CH2:2]2.[Br:23][C:24]1[CH:29]=[CH:28][C:27]([CH2:30][O:31][CH2:32][CH2:33]Br)=[CH:26][CH:25]=1. The catalyst is CC#N.C(Cl)(Cl)Cl. The product is [Br-:23].[Br:23][C:24]1[CH:25]=[CH:26][C:27]([CH2:30][O:31][CH2:32][CH2:33][N+:1]23[CH2:6][CH2:5][C:4]([C:9]([OH:10])([C:17]4[CH:22]=[CH:21][CH:20]=[CH:19][CH:18]=4)[C:11]4[CH:12]=[CH:13][CH:14]=[CH:15][CH:16]=4)([CH2:3][CH2:2]2)[CH2:7][CH2:8]3)=[CH:28][CH:29]=1. The yield is 0.320. (5) The reactants are [CH2:1]([Mg]Br)[CH:2]=[CH2:3].[CH:6](=[N:13][S:14]([C:17]1[CH:22]=[CH:21][CH:20]=[CH:19][CH:18]=1)(=[O:16])=[O:15])[C:7]1[CH:12]=[CH:11][CH:10]=[CH:9][CH:8]=1. The catalyst is CCOCC.C1COCC1.[Cl-].[Na+].O. The product is [C:7]1([CH:6]([NH:13][S:14]([C:17]2[CH:22]=[CH:21][CH:20]=[CH:19][CH:18]=2)(=[O:15])=[O:16])[CH2:3][CH:2]=[CH2:1])[CH:8]=[CH:9][CH:10]=[CH:11][CH:12]=1. The yield is 0.650. (6) The reactants are [Br:1][C:2]1[C:3]([N:20]2[CH2:25][CH2:24][NH:23][CH2:22][CH2:21]2)=[C:4]2[N:10]=[C:9]([C:11]3[CH:16]=[CH:15][C:14]([N:17]([CH3:19])[CH3:18])=[CH:13][CH:12]=3)[NH:8][C:5]2=[N:6][CH:7]=1.[CH2:26]([N:28]=[C:29]=[O:30])[CH3:27]. The catalyst is C(Cl)(Cl)Cl. The product is [Br:1][C:2]1[C:3]([N:20]2[CH2:21][CH2:22][N:23]([C:29]([NH:28][CH2:26][CH3:27])=[O:30])[CH2:24][CH2:25]2)=[C:4]2[N:10]=[C:9]([C:11]3[CH:16]=[CH:15][C:14]([N:17]([CH3:19])[CH3:18])=[CH:13][CH:12]=3)[NH:8][C:5]2=[N:6][CH:7]=1. The yield is 0.560. (7) The reactants are [F:1][C:2]1[CH:3]=[CH:4][C:5]([O:11][C:12]([F:15])([F:14])[F:13])=[C:6]2[C:10]=1[NH:9][CH:8]=[CH:7]2.[OH-].[K+].[CH3:18][O:19][CH2:20][CH2:21]Br. The catalyst is CS(C)=O. The product is [F:1][C:2]1[CH:3]=[CH:4][C:5]([O:11][C:12]([F:15])([F:13])[F:14])=[C:6]2[C:10]=1[N:9]([CH2:21][CH2:20][O:19][CH3:18])[CH:8]=[CH:7]2. The yield is 0.950. (8) The yield is 0.760. The product is [Cl:1][C:2]1[C:3]2[N:12]=[CH:13][N:8]([CH:9]([CH3:10])[CH3:11])[C:4]=2[N:5]=[N:6][CH:7]=1. No catalyst specified. The reactants are [Cl:1][C:2]1[C:3]([NH2:12])=[C:4]([NH:8][CH:9]([CH3:11])[CH3:10])[N:5]=[N:6][CH:7]=1.[CH:13](OCC)(OCC)OCC.